Task: Predict the reactants needed to synthesize the given product.. Dataset: Full USPTO retrosynthesis dataset with 1.9M reactions from patents (1976-2016) (1) Given the product [CH:20]1([CH2:19][N:13]2[CH2:14][CH2:15][N:10]([CH2:9][C:8]3[CH:7]=[CH:6][C:5]([S:2]([CH3:1])(=[O:3])=[O:4])=[CH:17][CH:16]=3)[CH2:11][CH2:12]2)[CH2:25][CH2:24][CH2:23][CH2:22][CH2:21]1, predict the reactants needed to synthesize it. The reactants are: [CH3:1][S:2]([C:5]1[CH:17]=[CH:16][C:8]([CH2:9][N:10]2[CH2:15][CH2:14][NH:13][CH2:12][CH2:11]2)=[CH:7][CH:6]=1)(=[O:4])=[O:3].Br[CH2:19][CH:20]1[CH2:25][CH2:24][CH2:23][CH2:22][CH2:21]1.CCN(C(C)C)C(C)C. (2) The reactants are: [OH:1][C:2]([CH3:29])([CH3:28])[CH2:3][CH2:4][NH:5][C:6]([C:8]1[C:12]([NH:13][C:14]([C:16]2[CH:21]=[CH:20][CH:19]=[CH:18][N:17]=2)=[O:15])=[CH:11][N:10](C2CCCCO2)[N:9]=1)=[O:7].O.C1(C)C=CC(S(O)(=O)=O)=CC=1.C(=O)([O-])O.[Na+]. Given the product [OH:1][C:2]([CH3:29])([CH3:28])[CH2:3][CH2:4][NH:5][C:6]([C:8]1[C:12]([NH:13][C:14]([C:16]2[CH:21]=[CH:20][CH:19]=[CH:18][N:17]=2)=[O:15])=[CH:11][NH:10][N:9]=1)=[O:7], predict the reactants needed to synthesize it.